From a dataset of Catalyst prediction with 721,799 reactions and 888 catalyst types from USPTO. Predict which catalyst facilitates the given reaction. (1) Product: [F:26][C:25]([F:28])([F:27])[C:21]1[CH:20]=[C:19]([NH:18][C:16](=[O:17])[NH:15][C:12]2[CH:13]=[CH:14][C:9]([O:8][C:4]3[N:5]=[CH:6][N:7]=[C:2]([NH:33][C:34](=[O:36])[CH3:35])[CH:3]=3)=[CH:10][CH:11]=2)[CH:24]=[CH:23][CH:22]=1. The catalyst class is: 62. Reactant: Cl[C:2]1[N:7]=[CH:6][N:5]=[C:4]([O:8][C:9]2[CH:14]=[CH:13][C:12]([NH:15][C:16]([NH:18][C:19]3[CH:24]=[CH:23][CH:22]=[C:21]([C:25]([F:28])([F:27])[F:26])[CH:20]=3)=[O:17])=[CH:11][CH:10]=2)[CH:3]=1.ClC1[CH:35]=[C:34]([O:36]C2C=CC([N+]([O-])=O)=CC=2)[N:33]=CN=1.C(N)(=O)C. (2) Reactant: Cl[C:2]1[C:7]([CH:8]=O)=[CH:6][CH:5]=[CH:4][N:3]=1.C(N(CC)CC)C.[C:17]([O:21][CH3:22])(=[O:20])[CH2:18][SH:19]. Product: [CH3:22][O:21][C:17]([C:18]1[S:19][C:2]2=[N:3][CH:4]=[CH:5][CH:6]=[C:7]2[CH:8]=1)=[O:20]. The catalyst class is: 23.